This data is from Forward reaction prediction with 1.9M reactions from USPTO patents (1976-2016). The task is: Predict the product of the given reaction. (1) Given the reactants [CH3:1][N:2]([CH2:4][C:5]1[C:13]([OH:14])=[C:12]([O:15][CH3:16])[CH:11]=[C:10]2[C:6]=1[CH:7]=[CH:8][N:9]2[S:17]([C:20]1[CH:25]=[CH:24][CH:23]=[CH:22][CH:21]=1)(=[O:19])=[O:18])[CH3:3].[CH3:26]N(C(OC)OC)C, predict the reaction product. The product is: [CH3:26][O:14][C:13]1[C:5]([CH2:4][N:2]([CH3:3])[CH3:1])=[C:6]2[C:10](=[CH:11][C:12]=1[O:15][CH3:16])[N:9]([S:17]([C:20]1[CH:25]=[CH:24][CH:23]=[CH:22][CH:21]=1)(=[O:18])=[O:19])[CH:8]=[CH:7]2. (2) Given the reactants [CH2:1]([N:5]1[C:14]2[CH2:13][CH2:12][CH2:11][CH2:10][C:9]=2[CH:8]=[C:7](C(O)=O)[C:6]1=[O:18])[CH2:2][CH2:3][CH3:4].S(Cl)(Cl)=O.[N-]=[N+]=[N-].[Na+].[CH2:27]([OH:34])[C:28]1[CH:33]=[CH:32][CH:31]=[CH:30][CH:29]=1.C[N:36]([CH:38]=[O:39])C, predict the reaction product. The product is: [CH2:27]([O:34][C:38](=[O:39])[NH:36][C:7]1[C:6](=[O:18])[N:5]([CH2:1][CH2:2][CH2:3][CH3:4])[C:14]2[CH2:13][CH2:12][CH2:11][CH2:10][C:9]=2[CH:8]=1)[C:28]1[CH:33]=[CH:32][CH:31]=[CH:30][CH:29]=1. (3) The product is: [F:1][C:2]1[CH:7]=[C:6]([C:8]([N:31]2[CH2:36][CH2:35][CH2:34][C@H:33]([OH:37])[CH2:32]2)=[O:9])[CH:5]=[CH:4][C:3]=1[C:11]1[CH:16]=[CH:15][C:14]([O:17][CH2:18][CH:19]2[CH2:20][CH2:21][N:22]([CH2:25][C:26]([F:29])([CH3:27])[CH3:28])[CH2:23][CH2:24]2)=[C:13]([F:30])[CH:12]=1. Given the reactants [F:1][C:2]1[CH:7]=[C:6]([C:8](O)=[O:9])[CH:5]=[CH:4][C:3]=1[C:11]1[CH:16]=[CH:15][C:14]([O:17][CH2:18][CH:19]2[CH2:24][CH2:23][N:22]([CH2:25][C:26]([F:29])([CH3:28])[CH3:27])[CH2:21][CH2:20]2)=[C:13]([F:30])[CH:12]=1.[NH:31]1[CH2:36][CH2:35][CH2:34][C@H:33]([OH:37])[CH2:32]1.CCN(C(C)C)C(C)C.CCN=C=NCCCN(C)C.C1C=CC2N(O)N=NC=2C=1, predict the reaction product.